This data is from Forward reaction prediction with 1.9M reactions from USPTO patents (1976-2016). The task is: Predict the product of the given reaction. (1) Given the reactants Br[C:2]1[CH:8]=[C:7]([Cl:9])[CH:6]=[CH:5][C:3]=1[NH2:4].[CH3:10][C:11]1([CH3:27])[C:15]([CH3:17])([CH3:16])[O:14][B:13]([B:13]2[O:14][C:15]([CH3:17])([CH3:16])[C:11]([CH3:27])([CH3:10])[O:12]2)[O:12]1.C([O-])(=O)C.[K+], predict the reaction product. The product is: [Cl:9][C:7]1[CH:6]=[CH:5][C:3]([NH2:4])=[C:2]([B:13]2[O:14][C:15]([CH3:17])([CH3:16])[C:11]([CH3:27])([CH3:10])[O:12]2)[CH:8]=1. (2) Given the reactants [Cl:1][C:2]1[CH:7]=[CH:6][C:5]([CH:8]([C:13]([C:15]2[CH:20]=[CH:19][CH:18]=[CH:17][C:16]=2F)=O)[CH2:9][CH2:10][C:11]#[N:12])=[C:4]([F:22])[CH:3]=1.C(O)(=O)C(O)=O.[CH2:29]([NH:32][NH2:33])[CH2:30][CH3:31], predict the reaction product. The product is: [Cl:1][C:2]1[CH:7]=[CH:6][C:5]([CH:8]([C:13]2[C:15]3[C:16](=[CH:17][CH:18]=[CH:19][CH:20]=3)[N:32]([CH2:29][CH2:30][CH3:31])[N:33]=2)[CH2:9][CH2:10][C:11]#[N:12])=[C:4]([F:22])[CH:3]=1.